This data is from Catalyst prediction with 721,799 reactions and 888 catalyst types from USPTO. The task is: Predict which catalyst facilitates the given reaction. (1) Reactant: [CH3:1][C:2]1[CH:11]=[C:10]2[C:5]([CH:6]=[CH:7][CH:8]=[N:9]2)=[CH:4][C:3]=1[N+:12]([O-:14])=[O:13].C([O:19]C(N(C)C)N(C)C)(C)(C)C. Product: [N+:12]([C:3]1[CH:4]=[C:5]2[C:10](=[CH:11][C:2]=1[CH:1]=[O:19])[N:9]=[CH:8][CH:7]=[CH:6]2)([O-:14])=[O:13]. The catalyst class is: 3. (2) Reactant: [C:1]1([C:19]2[CH:24]=[CH:23][CH:22]=[CH:21][CH:20]=2)[CH:6]=[CH:5][C:4]([C:7]2[CH:8]=[N:9][N:10]([C:12]3[CH:13]=[C:14]([OH:18])[CH:15]=[CH:16][CH:17]=3)[CH:11]=2)=[CH:3][CH:2]=1.Br[C:26]1[CH:27]=[C:28]([CH:36]=[CH:37][CH:38]=1)[O:29][C:30]1[CH:35]=[CH:34][CH:33]=[CH:32][N:31]=1.N1C=CC=CC=1C(O)=O.[O-]P([O-])([O-])=O.[K+].[K+].[K+]. Product: [C:1]1([C:19]2[CH:20]=[CH:21][CH:22]=[CH:23][CH:24]=2)[CH:6]=[CH:5][C:4]([C:7]2[CH:8]=[N:9][N:10]([C:12]3[CH:13]=[C:14]([CH:15]=[CH:16][CH:17]=3)[O:18][C:26]3[CH:27]=[C:28]([CH:36]=[CH:37][CH:38]=3)[O:29][C:30]3[CH:35]=[CH:34][CH:33]=[CH:32][N:31]=3)[CH:11]=2)=[CH:3][CH:2]=1. The catalyst class is: 205. (3) Reactant: [NH:1]1[CH2:6][CH2:5][CH2:4][CH2:3][CH2:2]1.Cl.C(N=C=NCCCN(C)C)C.[CH3:19][O:20][C:21]1[C:22]([CH3:51])=[C:23]([C:42]([O:49][CH3:50])=[C:43]([O:47][CH3:48])[C:44]=1[O:45][CH3:46])[CH2:24][C:25]1[CH:26]=[CH:27][C:28]([O:34][CH2:35][C:36]2[CH:41]=[CH:40][CH:39]=[CH:38][CH:37]=2)=[C:29]([CH:33]=1)[C:30](O)=[O:31]. Product: [CH3:19][O:20][C:21]1[C:22]([CH3:51])=[C:23]([C:42]([O:49][CH3:50])=[C:43]([O:47][CH3:48])[C:44]=1[O:45][CH3:46])[CH2:24][C:25]1[CH:26]=[CH:27][C:28]([O:34][CH2:35][C:36]2[CH:41]=[CH:40][CH:39]=[CH:38][CH:37]=2)=[C:29]([CH:33]=1)[C:30]([N:1]1[CH2:6][CH2:5][CH2:4][CH2:3][CH2:2]1)=[O:31]. The catalyst class is: 2. (4) Reactant: [CH2:1]([NH:8][CH2:9][CH2:10][O:11][CH2:12][CH2:13][OH:14])[C:2]1[CH:7]=[CH:6][CH:5]=[CH:4][CH:3]=1.C=O.[C:17](O[BH-](OC(=O)C)OC(=O)C)(=O)C.C(=O)(O)[O-].[Na+]. Product: [CH2:1]([N:8]([CH3:17])[CH2:9][CH2:10][O:11][CH2:12][CH2:13][OH:14])[C:2]1[CH:7]=[CH:6][CH:5]=[CH:4][CH:3]=1. The catalyst class is: 5.